Task: Predict the reactants needed to synthesize the given product.. Dataset: Full USPTO retrosynthesis dataset with 1.9M reactions from patents (1976-2016) (1) Given the product [NH2:7][CH2:8][CH2:9][C:10]1[CH:11]=[CH:12][C:13]([C:16]2[CH:21]=[CH:20][CH:19]=[C:18]([O:22][C:23]3[CH:28]=[CH:27][N:26]=[C:25]([C:29]#[N:30])[N:24]=3)[CH:17]=2)=[CH:14][CH:15]=1, predict the reactants needed to synthesize it. The reactants are: C(OC(=O)[NH:7][CH2:8][CH2:9][C:10]1[CH:15]=[CH:14][C:13]([C:16]2[CH:21]=[CH:20][CH:19]=[C:18]([O:22][C:23]3[CH:28]=[CH:27][N:26]=[C:25]([C:29]#[N:30])[N:24]=3)[CH:17]=2)=[CH:12][CH:11]=1)(C)(C)C. (2) Given the product [OH:2][C:3]1[CH:4]=[C:5]2[C:10](=[CH:11][CH:12]=1)[C:9]([C:13]([C:15]1[CH:16]=[CH:17][C:18]([O:21][CH2:22][CH2:23][N:24]3[CH2:29][CH2:28][CH2:27][CH2:26][CH2:25]3)=[CH:19][CH:20]=1)=[O:14])=[C:8]([C:30]1[C:35]([F:36])=[CH:34][CH:33]=[C:32]([F:37])[C:31]=1[F:38])[CH:7]=[CH:6]2, predict the reactants needed to synthesize it. The reactants are: C[O:2][C:3]1[CH:4]=[C:5]2[C:10](=[CH:11][CH:12]=1)[C:9]([C:13]([C:15]1[CH:20]=[CH:19][C:18]([O:21][CH2:22][CH2:23][N:24]3[CH2:29][CH2:28][CH2:27][CH2:26][CH2:25]3)=[CH:17][CH:16]=1)=[O:14])=[C:8]([C:30]1[C:35]([F:36])=[CH:34][CH:33]=[C:32]([F:37])[C:31]=1[F:38])[CH:7]=[CH:6]2.B(Br)(Br)Br.OC1C=C2C(=CC=1)C(C(C1C=CC(OCCN3CCCCC3)=CC=1)=O)=C(C1C(F)=CC(F)=CC=1F)C=C2. (3) Given the product [Si:36]([O:18][CH2:17][C@H:10]1[O:9][C@:8]([C:5]2[CH:6]=[CH:7][C:2]([Cl:1])=[C:3]([CH2:21][C:22]3[CH:27]=[CH:26][C:25]([O:28][CH2:29][CH3:30])=[C:24]([F:31])[CH:23]=3)[CH:4]=2)([O:19][CH3:20])[C@H:13]([OH:14])[C@@H:12]([OH:15])[C@@H:11]1[OH:16])([C:33]([CH3:35])([CH3:34])[CH3:32])([CH3:38])[CH3:37], predict the reactants needed to synthesize it. The reactants are: [Cl:1][C:2]1[CH:7]=[CH:6][C:5]([C@@:8]2([O:19][CH3:20])[C@H:13]([OH:14])[C@@H:12]([OH:15])[C@H:11]([OH:16])[C@@H:10]([CH2:17][OH:18])[O:9]2)=[CH:4][C:3]=1[CH2:21][C:22]1[CH:27]=[CH:26][C:25]([O:28][CH2:29][CH3:30])=[C:24]([F:31])[CH:23]=1.[CH3:32][C:33]([Si:36](Cl)([CH3:38])[CH3:37])([CH3:35])[CH3:34]. (4) Given the product [CH:8]1([C:12]2[CH:13]=[CH:14][N:29]3[CH:30]=[CH:31][N:32]=[C:28]3[N:27]=2)[CH2:9][CH2:10][CH2:11]1, predict the reactants needed to synthesize it. The reactants are: CC(C1CCC1)=O.[CH:8]1([C:12](=O)[CH2:13][CH:14](OCC)OCC)[CH2:11][CH2:10][CH2:9]1.S(O)(O)(=O)=O.[NH2:27][C:28]1[NH:29][CH:30]=[CH:31][N:32]=1.[NH2:27][C:28]1[NH:29][CH:30]=[CH:31][N:32]=1. (5) Given the product [C:1]([O:5][C:6](=[O:45])[NH:7][CH2:8][CH:9]1[CH2:14][CH2:13][N:12]([C:15]2[CH:24]=[C:23]3[C:18]([CH:19]=[CH:20][CH:21]=[N:22]3)=[CH:17][C:16]=2[NH:25][C:26]([C:28]2[CH:29]=[N:30][N:31]3[CH:36]=[C:35]([OH:37])[CH:34]=[N:33][C:32]=23)=[O:27])[CH2:11][CH2:10]1)([CH3:4])([CH3:2])[CH3:3], predict the reactants needed to synthesize it. The reactants are: [C:1]([O:5][C:6](=[O:45])[NH:7][CH2:8][CH:9]1[CH2:14][CH2:13][N:12]([C:15]2[CH:24]=[C:23]3[C:18]([CH:19]=[CH:20][CH:21]=[N:22]3)=[CH:17][C:16]=2[NH:25][C:26]([C:28]2[CH:29]=[N:30][N:31]3[CH:36]=[C:35]([O:37]CC4C=CC=CC=4)[CH:34]=[N:33][C:32]=23)=[O:27])[CH2:11][CH2:10]1)([CH3:4])([CH3:3])[CH3:2].